This data is from Forward reaction prediction with 1.9M reactions from USPTO patents (1976-2016). The task is: Predict the product of the given reaction. (1) Given the reactants [CH:1]1([CH2:4][N:5]([CH2:16][CH2:17][CH3:18])[C:6]2[C:11]([CH:12]=O)=[CH:10][N:9]=[C:8]([S:14][CH3:15])[N:7]=2)[CH2:3][CH2:2]1.[F:19][C:20]([F:34])([F:33])[C:21]1[CH:22]=[C:23]([CH:26]=[C:27]([C:29]([F:32])([F:31])[F:30])[CH:28]=1)[CH2:24][NH2:25].C(O)(=O)C.C(=O)(O)[O-].[Na+], predict the reaction product. The product is: [F:19][C:20]([F:33])([F:34])[C:21]1[CH:22]=[C:23]([CH:26]=[C:27]([C:29]([F:32])([F:30])[F:31])[CH:28]=1)[CH2:24][NH:25][CH2:12][C:11]1[C:6]([N:5]([CH2:4][CH:1]2[CH2:3][CH2:2]2)[CH2:16][CH2:17][CH3:18])=[N:7][C:8]([S:14][CH3:15])=[N:9][CH:10]=1. (2) Given the reactants [Br:1][C:2]1[CH:3]=[C:4]([CH:8]=[CH:9][C:10]=1[CH3:11])[C:5]([OH:7])=O.C(Cl)(=O)C(Cl)=O.[CH:18]1([NH2:21])[CH2:20][CH2:19]1, predict the reaction product. The product is: [Br:1][C:2]1[CH:3]=[C:4]([CH:8]=[CH:9][C:10]=1[CH3:11])[C:5]([NH:21][CH:18]1[CH2:20][CH2:19]1)=[O:7]. (3) The product is: [ClH:3].[Cl:3][C:5]([C:8]1[C:16]2[C:11](=[CH:12][CH:13]=[C:14]([CH3:17])[CH:15]=2)[N:10]([C:18]2[CH:27]=[CH:26][C:25]3[C:20](=[CH:21][CH:22]=[CH:23][CH:24]=3)[N:19]=2)[CH:9]=1)=[O:6]. Given the reactants S(Cl)([Cl:3])=O.[C:5]([C:8]1[C:16]2[C:11](=[CH:12][CH:13]=[C:14]([CH3:17])[CH:15]=2)[N:10]([C:18]2[CH:27]=[CH:26][C:25]3[C:20](=[CH:21][CH:22]=[CH:23][CH:24]=3)[N:19]=2)[CH:9]=1)(O)=[O:6], predict the reaction product. (4) Given the reactants [OH:1][NH:2][C:3](=[NH:20])[C:4]1[CH:12]=[CH:11][CH:10]=[C:9]2[C:5]=1[CH:6]=[N:7][N:8]2[CH2:13][CH2:14][C:15]([O:17][CH2:18][CH3:19])=[O:16].C(N(CC)CC)C.[Cl:28][C:29]1[CH:30]=[C:31]([CH:35]=[CH:36][C:37]=1[O:38][CH:39]([CH3:41])[CH3:40])[C:32](Cl)=O, predict the reaction product. The product is: [Cl:28][C:29]1[CH:30]=[C:31]([C:32]2[O:1][N:2]=[C:3]([C:4]3[CH:12]=[CH:11][CH:10]=[C:9]4[C:5]=3[CH:6]=[N:7][N:8]4[CH2:13][CH2:14][C:15]([O:17][CH2:18][CH3:19])=[O:16])[N:20]=2)[CH:35]=[CH:36][C:37]=1[O:38][CH:39]([CH3:40])[CH3:41]. (5) Given the reactants [CH3:1][C:2]1[C:3]([C:30]2[CH:35]=[CH:34][CH:33]=[CH:32][CH:31]=2)=[C:4]([O:14][C:15]2[CH:20]=[CH:19][C:18]([O:21][CH2:22][CH2:23][CH2:24][C:25]([O:27]CC)=[O:26])=[CH:17][CH:16]=2)[C:5]2[C:10]([CH:11]=1)=[CH:9][C:8]([O:12][CH3:13])=[CH:7][CH:6]=2.[OH-].[Na+].Cl, predict the reaction product. The product is: [CH3:1][C:2]1[C:3]([C:30]2[CH:31]=[CH:32][CH:33]=[CH:34][CH:35]=2)=[C:4]([O:14][C:15]2[CH:16]=[CH:17][C:18]([O:21][CH2:22][CH2:23][CH2:24][C:25]([OH:27])=[O:26])=[CH:19][CH:20]=2)[C:5]2[C:10]([CH:11]=1)=[CH:9][C:8]([O:12][CH3:13])=[CH:7][CH:6]=2.